This data is from Reaction yield outcomes from USPTO patents with 853,638 reactions. The task is: Predict the reaction yield, written as a fraction of the theoretical maximum amount of product (1.0 means a 100% yield; for example, 0.34 means a 34% yield). (1) The reactants are [Cl:1][C:2]1[CH:3]=[C:4]([C:12]([NH:14][C@@H:15]([CH2:21][C:22]2[CH:27]=[CH:26][C:25]([C:28]3[N:29]=[C:30]4[C:35]([CH3:36])=[CH:34][CH:33]=[CH:32][N:31]4[CH:37]=3)=[CH:24][CH:23]=2)[CH2:16][CH2:17][C:18]([OH:20])=O)=[O:13])[CH:5]=[CH:6][C:7]=1[O:8][CH:9]([CH3:11])[CH3:10].C([N:40](CC)CC)C.ClC(OCC)=O. The catalyst is C1COCC1. The product is [NH2:40][C:18](=[O:20])[CH2:17][CH2:16][C@@H:15]([NH:14][C:12](=[O:13])[C:4]1[CH:5]=[CH:6][C:7]([O:8][CH:9]([CH3:10])[CH3:11])=[C:2]([Cl:1])[CH:3]=1)[CH2:21][C:22]1[CH:23]=[CH:24][C:25]([C:28]2[N:29]=[C:30]3[C:35]([CH3:36])=[CH:34][CH:33]=[CH:32][N:31]3[CH:37]=2)=[CH:26][CH:27]=1. The yield is 0.900. (2) The reactants are [Br:1][C:2]1[CH:27]=[CH:26][C:5]([CH2:6][N:7]([C:19]([O:21][C:22]([CH3:25])([CH3:24])[CH3:23])=[O:20])[CH2:8][C:9]([O:11]CC2C=CC=CC=2)=[O:10])=[CH:4][CH:3]=1.[Li+].[OH-]. The catalyst is C1COCC1. The product is [Br:1][C:2]1[CH:3]=[CH:4][C:5]([CH2:6][N:7]([C:19]([O:21][C:22]([CH3:23])([CH3:24])[CH3:25])=[O:20])[CH2:8][C:9]([OH:11])=[O:10])=[CH:26][CH:27]=1. The yield is 1.00. (3) The reactants are [F:1][C:2]1[CH:7]=[C:6]([I:8])[CH:5]=[CH:4][C:3]=1[NH:9][C:10]1[C:11]([NH:21][S:22]([CH:25]2[CH2:28][CH:27]([O:29]CC3C=CC=CC=3)[CH2:26]2)(=[O:24])=[O:23])=[C:12]2[O:20][CH2:19][CH2:18][N:13]2[C:14](=[O:17])[C:15]=1[CH3:16].B(Cl)(Cl)Cl. The catalyst is C(Cl)Cl. The product is [F:1][C:2]1[CH:7]=[C:6]([I:8])[CH:5]=[CH:4][C:3]=1[NH:9][C:10]1[C:11]([NH:21][S:22]([CH:25]2[CH2:28][CH:27]([OH:29])[CH2:26]2)(=[O:23])=[O:24])=[C:12]2[O:20][CH2:19][CH2:18][N:13]2[C:14](=[O:17])[C:15]=1[CH3:16]. The yield is 0.300. (4) The reactants are C(=O)([O-])[O-].[Cs+].[Cs+].Cl[C:8]1[CH:9]=[N:10][CH:11]=[C:12]([Cl:14])[CH:13]=1.[C:15]1([C:21]#[CH:22])[CH:20]=[CH:19][CH:18]=[CH:17][CH:16]=1. The catalyst is C(#N)C.O.C(OCC)C.CC#N.CC#N.Cl[Pd]Cl. The product is [Cl:14][C:12]1[CH:11]=[N:10][CH:9]=[C:8]([C:22]#[C:21][C:15]2[CH:20]=[CH:19][CH:18]=[CH:17][CH:16]=2)[CH:13]=1. The yield is 0.160. (5) The reactants are ClC(Cl)(Cl)[C:3]([C:5]1[NH:6][CH:7]=[C:8]([I:10])[CH:9]=1)=[O:4].[CH3:13][O-:14].[Na+]. The catalyst is CO. The product is [CH3:13][O:14][C:3]([C:5]1[NH:6][CH:7]=[C:8]([I:10])[CH:9]=1)=[O:4]. The yield is 0.960. (6) The reactants are [C:1]([O-:4])(=O)[CH3:2].[Na+].[Br:6][C:7]1[CH:8]=[C:9]([CH2:14]C(O)=O)[CH:10]=[CH:11][C:12]=1[OH:13].[OH-].[Na+].Cl. The catalyst is C(OC(=O)C)(=O)C. The product is [Br:6][C:7]1[CH:8]=[C:9]([CH2:14][C:1]([CH3:2])=[O:4])[CH:10]=[CH:11][C:12]=1[OH:13]. The yield is 0.790. (7) The reactants are [OH:1][C:2]1[CH:3]=[C:4]([CH2:8][CH2:9][CH2:10][NH:11][C:12]2[N:17]=[C:16]([CH3:18])[C:15]([C:19]([NH:21][C@@H:22]([CH2:26][NH:27][C:28]([C:30]3[S:31][CH:32]=[CH:33][CH:34]=3)=[O:29])[C:23]([OH:25])=[O:24])=[O:20])=[C:14]([CH3:35])[N:13]=2)[CH:5]=[CH:6][CH:7]=1.S(Cl)(Cl)=O.[O:40]1[CH2:45][CH2:44][CH:43](O)[CH2:42][CH2:41]1. The catalyst is O1CCOCC1.CCOC(C)=O. The product is [O:40]1[CH2:45][CH2:44][CH:43]([O:24][C:23](=[O:25])[C@@H:22]([NH:21][C:19]([C:15]2[C:16]([CH3:18])=[N:17][C:12]([NH:11][CH2:10][CH2:9][CH2:8][C:4]3[CH:5]=[CH:6][CH:7]=[C:2]([OH:1])[CH:3]=3)=[N:13][C:14]=2[CH3:35])=[O:20])[CH2:26][NH:27][C:28]([C:30]2[S:31][CH:32]=[CH:33][CH:34]=2)=[O:29])[CH2:42][CH2:41]1. The yield is 0.450.